This data is from Reaction yield outcomes from USPTO patents with 853,638 reactions. The task is: Predict the reaction yield, written as a fraction of the theoretical maximum amount of product (1.0 means a 100% yield; for example, 0.34 means a 34% yield). (1) The reactants are [O:1]=[C:2]1[C:10]2([CH2:14][O:13][C:12]3[CH:15]=[C:16]4[C:20](=[CH:21][C:11]2=3)[CH2:19][CH2:18][O:17]4)[C:9]2[C:4](=[CH:5][CH:6]=[CH:7][CH:8]=2)[N:3]1[CH2:22][C:23]1[O:27][C:26]([C:28]([OH:30])=O)=[CH:25][CH:24]=1.S(Cl)(Cl)=O.Cl.[CH3:36][NH:37][CH3:38].C(N(CC)CC)C. The catalyst is CN(C)C=O.C(Cl)(Cl)Cl.ClCCl. The product is [CH3:36][N:37]([CH3:38])[C:28]([C:26]1[O:27][C:23]([CH2:22][N:3]2[C:4]3[C:9](=[CH:8][CH:7]=[CH:6][CH:5]=3)[C:10]3([CH2:14][O:13][C:12]4[CH:15]=[C:16]5[C:20](=[CH:21][C:11]3=4)[CH2:19][CH2:18][O:17]5)[C:2]2=[O:1])=[CH:24][CH:25]=1)=[O:30]. The yield is 0.420. (2) The reactants are C([O:4][CH:5]1[CH:6]([CH3:53])[CH2:7][CH2:8][CH:9]([O:47][CH:48]([O:50][CH2:51][CH3:52])[CH3:49])[CH2:10][C:11]([O:13][CH:14](/[C:19](/[CH3:46])=[CH:20]/[CH:21]=[CH:22]/[C:23]([O:40][CH:41]([O:43][CH2:44][CH3:45])[CH3:42])([CH3:39])[CH2:24][CH:25]2[O:38][CH:26]2[CH:27]([CH3:37])[CH:28]([O:31][CH:32]([O:34][CH2:35][CH3:36])[CH3:33])[CH2:29][CH3:30])[CH:15]([CH3:18])[CH:16]=[CH:17]1)=[O:12])(=O)C.C(=O)([O-])[O-].[K+].[K+]. The catalyst is CO.C(OCC)(=O)C. The product is [CH2:51]([O:50][CH:48]([O:47][CH:9]1[CH2:8][CH2:7][CH:6]([CH3:53])[CH:5]([OH:4])[CH:17]=[CH:16][CH:15]([CH3:18])[CH:14](/[C:19](/[CH3:46])=[CH:20]/[CH:21]=[CH:22]/[C:23]([O:40][CH:41]([O:43][CH2:44][CH3:45])[CH3:42])([CH3:39])[CH2:24][CH:25]2[O:38][CH:26]2[CH:27]([CH3:37])[CH:28]([O:31][CH:32]([O:34][CH2:35][CH3:36])[CH3:33])[CH2:29][CH3:30])[O:13][C:11](=[O:12])[CH2:10]1)[CH3:49])[CH3:52]. The yield is 0.786.